This data is from Catalyst prediction with 721,799 reactions and 888 catalyst types from USPTO. The task is: Predict which catalyst facilitates the given reaction. (1) Reactant: [Br:1][C:2]1[CH:11]=[CH:10][C:9]2[N:8]=[CH:7][C:6]3[NH:12][C:13](=[O:26])[N:14]([C:15]4[CH:20]=[CH:19][C:18]([C:21]([CH3:25])([CH3:24])[C:22]#[N:23])=[CH:17][CH:16]=4)[C:5]=3[C:4]=2[CH:3]=1.C(N(CC)CC)C.[CH3:34][S:35](Cl)(=[O:37])=[O:36].O. Product: [Br:1][C:2]1[CH:11]=[CH:10][C:9]2[N:8]=[CH:7][C:6]3[N:12]([S:35]([CH3:34])(=[O:37])=[O:36])[C:13](=[O:26])[N:14]([C:15]4[CH:20]=[CH:19][C:18]([C:21]([CH3:24])([CH3:25])[C:22]#[N:23])=[CH:17][CH:16]=4)[C:5]=3[C:4]=2[CH:3]=1. The catalyst class is: 4. (2) Reactant: Br[C:2]1[S:6][C:5]([CH:7]=[O:8])=[CH:4][CH:3]=1.C(=O)([O-])[O-].[K+].[K+].[C:15]([O:19][C:20]([CH3:23])([CH3:22])[CH3:21])(=[O:18])[CH:16]=[CH2:17]. Product: [CH:7]([C:5]1[S:6][C:2](/[CH:17]=[CH:16]/[C:15]([O:19][C:20]([CH3:23])([CH3:22])[CH3:21])=[O:18])=[CH:3][CH:4]=1)=[O:8]. The catalyst class is: 3. (3) Reactant: B(Br)(Br)Br.[NH2:5][C:6]1[C:7]2[C:14]([C:15]3[CH:20]=[CH:19][C:18]([O:21]C)=[CH:17][CH:16]=3)=[CH:13][N:12]([CH:23]([CH3:25])[CH3:24])[C:8]=2[N:9]=[CH:10][N:11]=1. Product: [NH2:5][C:6]1[C:7]2[C:14]([C:15]3[CH:16]=[CH:17][C:18]([OH:21])=[CH:19][CH:20]=3)=[CH:13][N:12]([CH:23]([CH3:25])[CH3:24])[C:8]=2[N:9]=[CH:10][N:11]=1. The catalyst class is: 4.